This data is from Forward reaction prediction with 1.9M reactions from USPTO patents (1976-2016). The task is: Predict the product of the given reaction. (1) Given the reactants [CH3:1][C:2]1[CH:3]=[CH:4][C:5]([N:11]2N=CC=N2)=[C:6]([CH:10]=1)[C:7]([OH:9])=[O:8].[NH:16]1[CH:20]=[CH:19]N=[CH:17]1, predict the reaction product. The product is: [N:11]1([C:5]2[CH:4]=[CH:3][C:2]([CH3:1])=[CH:10][C:6]=2[C:7]([OH:9])=[O:8])[CH:19]=[CH:20][N:16]=[CH:17]1. (2) Given the reactants Br[CH2:2][C:3]1[CH:8]=[CH:7][C:6]([CH2:9][C:10]([OH:12])=[O:11])=[CH:5][CH:4]=1.[CH3:13][O-:14].[Na+], predict the reaction product. The product is: [CH3:13][O:14][CH2:2][C:3]1[CH:8]=[CH:7][C:6]([CH2:9][C:10]([OH:12])=[O:11])=[CH:5][CH:4]=1. (3) Given the reactants [F:1][C:2]1[CH:7]=[CH:6][C:5]([N:8]2[C:11](=[O:12])[C@H:10]([S:13][CH2:14][C:15]([C:17]3[CH:22]=[CH:21][C:20]([F:23])=[CH:19][CH:18]=3)=[O:16])[C@H:9]2[C:24]2[CH:38]=[CH:37][C:27]([O:28][CH2:29][C:30]([NH:32][CH2:33][C:34](O)=[O:35])=[O:31])=[CH:26][CH:25]=2)=[CH:4][CH:3]=1.CN1CCOCC1.CN(C(ON1N=NC2C=CC=CC1=2)=[N+](C)C)C.[B-](F)(F)(F)F.[CH3:68][O:69][C:70]1[CH:83]=[CH:82][C:73]([CH2:74][S:75][CH2:76][C@H:77]([C:79]([OH:81])=[O:80])[NH2:78])=[CH:72][CH:71]=1, predict the reaction product. The product is: [F:1][C:2]1[CH:3]=[CH:4][C:5]([N:8]2[C:11](=[O:12])[C@H:10]([S:13][CH2:14][CH:15]([C:17]3[CH:18]=[CH:19][C:20]([F:23])=[CH:21][CH:22]=3)[OH:16])[C@H:9]2[C:24]2[CH:25]=[CH:26][C:27]([O:28][CH2:29][C:30]([NH:32][CH2:33][C:34]([NH:78][C@@H:77]([C:79]([OH:81])=[O:80])[CH2:76][S:75][CH2:74][C:73]3[CH:72]=[CH:71][C:70]([O:69][CH3:68])=[CH:83][CH:82]=3)=[O:35])=[O:31])=[CH:37][CH:38]=2)=[CH:6][CH:7]=1. (4) Given the reactants [OH:1][C:2]1[CH:3]=[C:4]2[C:9](=[CH:10][CH:11]=1)[CH:8]=[C:7]([C:12]1([NH:20][C:21](=[O:27])[O:22][C:23]([CH3:26])([CH3:25])[CH3:24])[CH2:17][O:16][C:15]([CH3:19])([CH3:18])[O:14][CH2:13]1)[CH:6]=[CH:5]2.[F:28][C:29]([F:40])([F:39])[C:30]1[CH:31]=[C:32](B(O)O)[CH:33]=[CH:34][CH:35]=1.C(Cl)Cl, predict the reaction product. The product is: [CH3:18][C:15]1([CH3:19])[O:16][CH2:17][C:12]([NH:20][C:21](=[O:27])[O:22][C:23]([CH3:26])([CH3:25])[CH3:24])([C:7]2[CH:6]=[CH:5][C:4]3[C:9](=[CH:10][CH:11]=[C:2]([O:1][C:34]4[CH:33]=[CH:32][CH:31]=[C:30]([C:29]([F:40])([F:39])[F:28])[CH:35]=4)[CH:3]=3)[CH:8]=2)[CH2:13][O:14]1.